Predict the reaction yield, written as a fraction of the theoretical maximum amount of product (1.0 means a 100% yield; for example, 0.34 means a 34% yield). From a dataset of Reaction yield outcomes from USPTO patents with 853,638 reactions. The reactants are [CH:1](=O)[CH3:2].Cl.[CH2:5]([O:12][NH2:13])[C:6]1[CH:11]=[CH:10][CH:9]=[CH:8][CH:7]=1. The catalyst is O.CO. The product is [CH2:5]([O:12][NH:13][CH:1]=[CH2:2])[C:6]1[CH:11]=[CH:10][CH:9]=[CH:8][CH:7]=1. The yield is 1.00.